The task is: Predict which catalyst facilitates the given reaction.. This data is from Catalyst prediction with 721,799 reactions and 888 catalyst types from USPTO. Reactant: CN(C)C=O.Br[C:7]1[S:8][CH:9]=[C:10]([Br:12])[N:11]=1.[C:13]1([OH:19])[CH:18]=[CH:17][CH:16]=[CH:15][CH:14]=1.C(=O)([O-])[O-].[K+].[K+]. Product: [Br:12][C:10]1[N:11]=[C:7]([O:19][C:13]2[CH:18]=[CH:17][CH:16]=[CH:15][CH:14]=2)[S:8][CH:9]=1. The catalyst class is: 84.